This data is from Full USPTO retrosynthesis dataset with 1.9M reactions from patents (1976-2016). The task is: Predict the reactants needed to synthesize the given product. (1) Given the product [Br:19][C:20]1[N:25]=[CH:24][C:23]([NH:26][C:12]([C:10]2[N:11]=[C:7]([C:1]3[CH:2]=[CH:3][CH:4]=[CH:5][CH:6]=3)[O:8][C:9]=2[C:15]([F:18])([F:17])[F:16])=[O:14])=[CH:22][CH:21]=1, predict the reactants needed to synthesize it. The reactants are: [C:1]1([C:7]2[O:8][C:9]([C:15]([F:18])([F:17])[F:16])=[C:10]([C:12]([OH:14])=O)[N:11]=2)[CH:6]=[CH:5][CH:4]=[CH:3][CH:2]=1.[Br:19][C:20]1[N:25]=[CH:24][C:23]([NH2:26])=[CH:22][CH:21]=1.ON1C2N=CC=CC=2N=N1.Cl.C(N=C=NCCCN(C)C)C. (2) Given the product [N+:30]([C:33]1[CH:38]=[CH:37][CH:36]=[CH:35][C:34]=1[S:39]([NH:20][C@@H:17]1[C@@H:15]2[C@@H:14]([CH2:13][N:12]([S:9]([C:6]3[CH:5]=[CH:4][C:3]([C:2]([F:1])([F:21])[F:22])=[CH:8][CH:7]=3)(=[O:10])=[O:11])[CH2:16]2)[CH2:19][CH2:18]1)(=[O:41])=[O:40])([O-:32])=[O:31], predict the reactants needed to synthesize it. The reactants are: [F:1][C:2]([F:22])([F:21])[C:3]1[CH:8]=[CH:7][C:6]([S:9]([N:12]2[CH2:16][C@@H:15]3[C@@H:17]([NH2:20])[CH2:18][CH2:19][C@@H:14]3[CH2:13]2)(=[O:11])=[O:10])=[CH:5][CH:4]=1.C(N(CC)CC)C.[N+:30]([C:33]1[CH:38]=[CH:37][CH:36]=[CH:35][C:34]=1[S:39](Cl)(=[O:41])=[O:40])([O-:32])=[O:31].